Dataset: NCI-60 drug combinations with 297,098 pairs across 59 cell lines. Task: Regression. Given two drug SMILES strings and cell line genomic features, predict the synergy score measuring deviation from expected non-interaction effect. (1) Drug 1: C1=NC(=NC(=O)N1C2C(C(C(O2)CO)O)O)N. Drug 2: C1CCC(C(C1)N)N.C(=O)(C(=O)[O-])[O-].[Pt+4]. Cell line: PC-3. Synergy scores: CSS=36.8, Synergy_ZIP=-6.53, Synergy_Bliss=1.06, Synergy_Loewe=0.0641, Synergy_HSA=6.03. (2) Drug 1: CC1CCC2CC(C(=CC=CC=CC(CC(C(=O)C(C(C(=CC(C(=O)CC(OC(=O)C3CCCCN3C(=O)C(=O)C1(O2)O)C(C)CC4CCC(C(C4)OC)O)C)C)O)OC)C)C)C)OC. Drug 2: C1C(C(OC1N2C=NC(=NC2=O)N)CO)O. Cell line: UO-31. Synergy scores: CSS=18.8, Synergy_ZIP=-7.10, Synergy_Bliss=2.41, Synergy_Loewe=-5.77, Synergy_HSA=3.18.